Dataset: Drug-target binding data from BindingDB using IC50 measurements. Task: Regression. Given a target protein amino acid sequence and a drug SMILES string, predict the binding affinity score between them. We predict pIC50 (pIC50 = -log10(IC50 in M); higher means more potent). Dataset: bindingdb_ic50. (1) The compound is Oc1ccccc1O. The target protein (Q3SZX4) has sequence MAKEWGYADHNGPDHWHELFPNAKGENQSPIELNTKEISHDPSLKPWTASYDPGSAKTILNNGKTCRVVFDDTYDRSMLRGGPLAAPYRLRQFHLHWGSSDDHGSEHSVDGVKYAAELHLVHWNSKYNSYATALKHADGIAVVGVFLKIGREKGEFQLLLDALDKIKTKGKEAPFNNFNPSCLFPACRDYWTYHGSFTTPPCEECIVWLLLKEPITVSSDQIAKLRTLYSSAENEPPVPLVRNWRPPQPIKGRIVKASFK. The pIC50 is 5.2. (2) The compound is CNS(=O)(=O)C[C@H]1CC[C@H](N(C)c2ncnc3[nH]ccc23)CC1. The target protein sequence is QPHNLADVLTVNPDSPASDPTVFHKRYLKKIRDLGEGHFGKVSLYCYDPTNDGTGEMVAVKALKADCGPQHRSGWKQEIDILRTLYHEHIIKYKGCCEDQGEKSLQLVMEYVPLGSLRDYLPRHSIGLAQLLLFAQQICEGMAYLHAQHYIHRDLAARNVLLDNDRLVKIGDFGLAKAVPEGHEYYRVREDGDSPVFWYAPECLKEYKFYYASDVWSFGVTLYELLTHCDSSQSPPTKFLELIGIAQGQMTVLRLTELLERGERLPRPDKCPCEVYHLMKNCWETEASFRPTFENLIPILKTVHEKYQGQAPSVFSVC. The pIC50 is 7.1. (3) The small molecule is NC(=O)c1c(NC(=O)c2ccc([N+](=O)[O-])o2)sc2c1CCN(C(=O)NCc1ccccc1)C2. The target protein (P9WIL5) has sequence MTIPAFHPGELNVYSAPGDVADVSRALRLTGRRVMLVPTMGALHEGHLALVRAAKRVPGSVVVVSIFVNPMQFGAGEDLDAYPRTPDDDLAQLRAEGVEIAFTPTTAAMYPDGLRTTVQPGPLAAELEGGPRPTHFAGVLTVVLKLLQIVRPDRVFFGEKDYQQLVLIRQLVADFNLDVAVVGVPTVREADGLAMSSRNRYLDPAQRAAAVALSAALTAAAHAATAGAQAALDAARAVLDAAPGVAVDYLELRDIGLGPMPLNGSGRLLVAARLGTTRLLDNIAIEIGTFAGTDRPDGYRAILESHWRN. The pIC50 is 4.8. (4) The pIC50 is 5.0. The drug is COc1ccc(-c2ccccc2C(F)(F)F)cc1C(CC(=O)O)c1ncc(C)s1. The target protein sequence is PDQDEIQRLPGLAKQPSFRQYSGYLKGSGSKHLHYWFVESQKDPENSPVVLWLNGGPGCSSLDGLLTEHGPFLVQPDGVTLEYNPYSWNLIANVLYLESPAGVGFSYSDDKFYATNDTEVAQSNFEALQDFFRLFPEYKNNKLFLTGESYAGIYIPTLAVLVMQDPSMNLQGLAVGNGLSSYEQNDNSLVYFAYYHGLLGNRLWSSLQTHCCSQNKCNFYDNKDLECVTNLQEVARIVGNSGLNIYNLYAPCAGGVPSHFRYEKDTVVVQDLGNIFTRLPLKRMWHQALLRSGDKVRMDPPCTNTTAASTYLNNPYVRKALNIPEQLPQWDMCNFLVNLQYRRLYRSMNSQYLKLLSSQKYQILLYNGDVDMACNFMGDEWFVDSLNQKMEVQRRPWLVKYGDSGEQIAGFVKEFSHIAFLTIKGAGHMVPTDKPLAAFTMFSRFLNKQPY. (5) The small molecule is CCn1c(SCC(=O)Nc2ccc(OC)cc2)nc2ccsc2c1=O. The target protein sequence is MRILQRALTFEDVLMVPRKSSVLPKDVSLKSRLTKNIRLNIPFISAAMDTVTEHKTAIAMARLGGIGIVHKNMDIQTQVKEITKVKKSESGVINDPIFIHAHKTLADAKVITDNYKISGVPVVDDKGLLIGILTNRDVRFETDLSKKVGDVMTKMPLVTAHVGISLDEASDLMHKHKIEKLPIVDKDNVLKGLITIKDIQKRIEYPEANKDDFGRLRVGAAIGVGQLDRAEMLVKAGVDVLVLDSAHGHSANILHTLEEIKKSLVVDVIVGNVVTKEATSDLISAGADAVKVGIGPGSICTTRIVAGVGMPQVSAIDNCVEVASKFDIPVIADGGIRYSGDVAKALALGASSVMIGSLLAGTEESPGDFMIYQGRQYKSYRGMGSIGAMTKGSSDRYFQEGVASEKLVPEGIEGRVPYRGKVSDMIFQLVGGVRSSMGYQGAKNILELYQNAEFVEITSAGLKESHVHGVDITKEAPNYYG. The pIC50 is 6.0. (6) The small molecule is COc1ccc2c(Cc3ccc(Cl)cc3)c(CC(=O)O)ccc2c1. The target protein (P35355) has sequence MLFRAVLLCAALALSHAANPCCSNPCQNRGECMSIGFDQYKCDCTRTGFYGENCTTPEFLTRIKLLLKPTPNTVHYILTHFKGVWNIVNNIPFLRNSIMRYVLTSRSHLIDSPPTYNVHYGYKSWEAFSNLSYYTRALPPVADDCPTPMGVKGNKELPDSKEVLEKVLLRREFIPDPQGTNMMFAFFAQHFTHQFFKTDQKRGPGFTRGLGHGVDLNHVYGETLDRQHKLRLFQDGKLKYQVIGGEVYPPTVKDTQVDMIYPPHVPEHLRFAVGQEVFGLVPGLMMYATIWLREHNRVCDILKQEHPEWDDERLFQTSRLILIGETIKIVIEDYVQHLSGYHFKLKFDPELLFNQQFQYQNRIASEFNTLYHWHPLLPDTFNIEDQEYTFKQFLYNNSILLEHGLAHFVESFTRQIAGRVAGGRNVPIAVQAVAKASIDQSREMKYQSLNEYRKRFSLKPYTSFEELTGEKEMAAELKALYHDIDAMELYPALLVEKPRP.... The pIC50 is 5.0. (7) The drug is CNc1cnccc1CN. The pIC50 is 4.3. The target protein (P12807) has sequence MERLRQIASQATAASAAPARPAHPLDPLSTAEIKAATNTVKSYFAGKKISFNTVTLREPARKAYIQWKEQGGPLPPRLAYYVILEAGKPGVKEGLVDLASLSVIETRALETVQPILTVEDLCSTEEVIRNDPAVIEQCVLSGIPANEMHKVYCDPWTIGYDERWGTGKRLQQALVYYRSDEDDSQYSHPLDFCPIVDTEEKKVIFIDIPNRRRKVSKHKHANFYPKHMIEKVGAMRPEAPPINVTQPEGVSFKMTGNVMEWSNFKFHIGFNYREGIVLSDVSYNDHGNVRPIFHRISLSEMIVPYGSPEFPHQRKHALDIGEYGAGYMTNPLSLGCDCKGVIHYLDAHFSDRAGDPITVKNAVCIHEEDDGLLFKHSDFRDNFATSLVTRATKLVVSQIFTAANYEYCLYWVFMQDGAIRLDIRLTGILNTYILGDDEEAGPWGTRVYPNVNAHNHQHLFSLRIDPRIDGDGNSAAACDAKSSPYPLGSPENMYGNAFYS....